Dataset: Forward reaction prediction with 1.9M reactions from USPTO patents (1976-2016). Task: Predict the product of the given reaction. (1) Given the reactants [Br:1][C:2]1[N:7]=[CH:6][C:5]([C:8](=[O:24])[CH2:9][C:10]([C:16]2[CH:21]=[C:20]([Cl:22])[CH:19]=[C:18]([Cl:23])[CH:17]=2)(O)[C:11]([F:14])([F:13])[F:12])=[CH:4][CH:3]=1.S(Cl)(Cl)=O.N1C=CC=CC=1, predict the reaction product. The product is: [Br:1][C:2]1[N:7]=[CH:6][C:5]([C:8](=[O:24])[CH:9]=[C:10]([C:16]2[CH:21]=[C:20]([Cl:22])[CH:19]=[C:18]([Cl:23])[CH:17]=2)[C:11]([F:12])([F:13])[F:14])=[CH:4][CH:3]=1. (2) Given the reactants [C:1]([NH:4][C:5]1[C:13]([N+:14]([O-:16])=[O:15])=[CH:12][CH:11]=[C:7]([C:8]([OH:10])=O)[C:6]=1[C:17]([OH:19])=[O:18])(=[O:3])[CH3:2].C(Cl)(=O)C, predict the reaction product. The product is: [C:1]([NH:4][C:5]1[C:13]([N+:14]([O-:16])=[O:15])=[CH:12][CH:11]=[C:7]2[C:8]([O:19][C:17](=[O:18])[C:6]=12)=[O:10])(=[O:3])[CH3:2]. (3) Given the reactants [Li+].C[Si]([N-][Si](C)(C)C)(C)C.[CH3:11][CH2:12][O:13][C:14]([CH3:16])=[O:15].[OH:17][CH:18]1[CH2:23][CH2:22][N:21]([C:24]([O:26][C:27]([CH3:30])([CH3:29])[CH3:28])=[O:25])[CH2:20][CH2:19]1, predict the reaction product. The product is: [CH2:12]([O:13][C:14](=[O:15])[CH2:16][C:18]1([OH:17])[CH2:19][CH2:20][N:21]([C:24]([O:26][C:27]([CH3:29])([CH3:28])[CH3:30])=[O:25])[CH2:22][CH2:23]1)[CH3:11]. (4) Given the reactants [CH3:1][C:2]1[S:3][C:4]([C:8]([OH:10])=O)=[C:5]([CH3:7])[N:6]=1.O1CCCC1.C(Cl)(=O)C(Cl)=O.[NH2:22][C:23]1[CH:24]=[C:25]([CH:42]=[CH:43][CH:44]=1)[O:26][C:27]1[CH:28]=[CH:29][C:30]2[N:31]([N:33]=[C:34]([NH:36][C:37]([CH:39]3[CH2:41][CH2:40]3)=[O:38])[N:35]=2)[CH:32]=1, predict the reaction product. The product is: [CH:39]1([C:37]([NH:36][C:34]2[N:35]=[C:30]3[CH:29]=[CH:28][C:27]([O:26][C:25]4[CH:24]=[C:23]([NH:22][C:8]([C:4]5[S:3][C:2]([CH3:1])=[N:6][C:5]=5[CH3:7])=[O:10])[CH:44]=[CH:43][CH:42]=4)=[CH:32][N:31]3[N:33]=2)=[O:38])[CH2:40][CH2:41]1. (5) Given the reactants [Cl:1][C:2]1[CH:7]=[CH:6][C:5]([S:8]([NH:11][C:12]2[C:13]([C:19]([NH:21][NH2:22])=O)=[N:14][CH:15]=[C:16]([Cl:18])[CH:17]=2)(=[O:10])=[O:9])=[CH:4][C:3]=1[C:23]([F:26])([F:25])[F:24].[CH3:27]OC(OC)OC.C(#N)C.[CH2:37]([O:39][C:40](=[O:45])[CH2:41][CH:42]([NH2:44])[CH3:43])[CH3:38], predict the reaction product. The product is: [CH2:37]([O:39][C:40](=[O:45])[CH2:41][CH:42]([N:44]1[CH:27]=[N:22][N:21]=[C:19]1[C:13]1[C:12]([NH:11][S:8]([C:5]2[CH:6]=[CH:7][C:2]([Cl:1])=[C:3]([C:23]([F:24])([F:25])[F:26])[CH:4]=2)(=[O:9])=[O:10])=[CH:17][C:16]([Cl:18])=[CH:15][N:14]=1)[CH3:43])[CH3:38]. (6) Given the reactants [Cl:1][C:2]1[C:3]([O:12][C:13]2[CH:18]=[C:17]([O:19][C:20]3[N:25]=[CH:24][CH:23]=[CH:22][N:21]=3)[CH:16]=[CH:15][C:14]=2/[CH:26]=[CH:27]/[C:28](O)=[O:29])=[N:4][CH:5]=[C:6]([C:8]([F:11])([F:10])[F:9])[CH:7]=1.Cl.C(N=C=NCCCN(C)C)C.[CH2:43]([S:48]([NH2:51])(=[O:50])=[O:49])[CH2:44][CH2:45][CH2:46][CH3:47].Cl, predict the reaction product. The product is: [Cl:1][C:2]1[C:3]([O:12][C:13]2[CH:18]=[C:17]([O:19][C:20]3[N:21]=[CH:22][CH:23]=[CH:24][N:25]=3)[CH:16]=[CH:15][C:14]=2/[CH:26]=[CH:27]/[C:28]([NH:51][S:48]([CH2:43][CH2:44][CH2:45][CH2:46][CH3:47])(=[O:50])=[O:49])=[O:29])=[N:4][CH:5]=[C:6]([C:8]([F:11])([F:10])[F:9])[CH:7]=1. (7) Given the reactants [CH3:1][O:2][C:3]1[CH:4]=[C:5]([CH:28]=[C:29]([O:33][CH3:34])[C:30]=1[O:31][CH3:32])[C:6]([C:8]1[N:9]=[C:10]([C:13]2[CH:27]=[CH:26][C:16]([CH2:17][NH:18]C(=O)OC(C)(C)C)=[CH:15][CH:14]=2)[S:11][CH:12]=1)=[O:7].[ClH:35], predict the reaction product. The product is: [ClH:35].[NH2:18][CH2:17][C:16]1[CH:15]=[CH:14][C:13]([C:10]2[S:11][CH:12]=[C:8]([C:6]([C:5]3[CH:28]=[C:29]([O:33][CH3:34])[C:30]([O:31][CH3:32])=[C:3]([O:2][CH3:1])[CH:4]=3)=[O:7])[N:9]=2)=[CH:27][CH:26]=1. (8) Given the reactants [C:1]1([N:7]([C:29]2[CH:34]=[CH:33][CH:32]=[CH:31][CH:30]=2)[C:8]2[CH:13]=[CH:12]C(C3C=CC(B4OC(C)(C)C(C)(C)O4)=CN=3)=CC=2)[CH:6]=[CH:5][CH:4]=[CH:3][CH:2]=1.Br[C:36]1[CH:37]=[CH:38][C:39]([C:42]2[N:46]([C:47]3[CH:52]=[CH:51][CH:50]=[CH:49][CH:48]=3)[C:45]3[CH:53]=[CH:54][CH:55]=[CH:56][C:44]=3[N:43]=2)=[N:40][CH:41]=1.C([O-])([O-])=O.[Na+].[Na+].O, predict the reaction product. The product is: [C:8]1([N:7]([C:29]2[CH:30]=[CH:31][CH:32]=[CH:33][CH:34]=2)[C:1]2[CH:6]=[CH:5][C:4]([C:39]3[N:40]=[CH:41][C:36]([C:36]4[CH:41]=[N:40][C:39]([C:42]5[N:46]([C:47]6[CH:52]=[CH:51][CH:50]=[CH:49][CH:48]=6)[C:45]6[CH:53]=[CH:54][CH:55]=[CH:56][C:44]=6[N:43]=5)=[CH:38][CH:37]=4)=[CH:37][CH:38]=3)=[CH:3][CH:2]=2)[CH:13]=[CH:12][CH:56]=[CH:44][CH:45]=1.